Predict the reactants needed to synthesize the given product. From a dataset of Full USPTO retrosynthesis dataset with 1.9M reactions from patents (1976-2016). (1) Given the product [CH2:12]([C:8]1[NH:9][C:10](=[O:11])[C:5]([C:3]2[N:29]=[C:28]([C:26]3[CH:25]=[CH:24][C:23]4[O:19][CH2:20][O:21][C:22]=4[CH:27]=3)[S:30][CH:2]=2)=[CH:6][C:7]=1[C:14]([O:16][CH2:17][CH3:18])=[O:15])[CH3:13], predict the reactants needed to synthesize it. The reactants are: Br[CH2:2][C:3]([C:5]1[C:10](=[O:11])[NH:9][C:8]([CH2:12][CH3:13])=[C:7]([C:14]([O:16][CH2:17][CH3:18])=[O:15])[CH:6]=1)=O.[O:19]1[C:23]2[CH:24]=[CH:25][C:26]([C:28](=[S:30])[NH2:29])=[CH:27][C:22]=2[O:21][CH2:20]1.CCO. (2) Given the product [ClH:1].[ClH:1].[CH2:19]([CH:20]1[C:7]2[N:8]=[CH:9][NH:10][C:6]=2[CH2:5][CH2:4][NH:3]1)[C:16]1[CH:17]=[CH:18][CH:13]=[CH:14][CH:15]=1, predict the reactants needed to synthesize it. The reactants are: [ClH:1].Cl.[NH2:3][CH2:4][CH2:5][C:6]1[N:10]=[CH:9][NH:8][CH:7]=1.[OH-].[Na+].[CH:13]1[CH:18]=[CH:17][C:16]([CH2:19][CH:20]=O)=[CH:15][CH:14]=1.Cl.CC(O)C. (3) The reactants are: Br[C:2]1[C:12]2[O:11][CH2:10][CH2:9][N:8]([C:13]([O:15][C:16]([CH3:19])([CH3:18])[CH3:17])=[O:14])[CH2:7][C:6]=2[CH:5]=[CH:4][CH:3]=1.[F:20][C:21]([F:32])([F:31])[C:22]1[CH:23]=[C:24](B(O)O)[CH:25]=[CH:26][CH:27]=1.O. Given the product [F:20][C:21]([F:32])([F:31])[C:22]1[CH:27]=[C:26]([C:2]2[C:12]3[O:11][CH2:10][CH2:9][N:8]([C:13]([O:15][C:16]([CH3:19])([CH3:18])[CH3:17])=[O:14])[CH2:7][C:6]=3[CH:5]=[CH:4][CH:3]=2)[CH:25]=[CH:24][CH:23]=1, predict the reactants needed to synthesize it.